This data is from Catalyst prediction with 721,799 reactions and 888 catalyst types from USPTO. The task is: Predict which catalyst facilitates the given reaction. (1) Reactant: [C:1](=[O:3])=[O:2].C1([CH:15]([OH:33])[C@H:16]2[O:20][C@@H:19]([N:21]3[C:30]4[N:29]=[CH:28][N:27]=C(N)[C:24]=4[N:23]=[CH:22]3)[C@H:18]([OH:31])[C@@H:17]2[OH:32])O[C@H](CO)[C@@H](O)[C@H](O)[C@H]1O.[C@@H]1([N:43]2[C:52]3[N:51]=[CH:50][N:49]=[C:47](N)[C:46]=3[N:45]=[CH:44]2)O[C@H](CO)[C@@H](O)[C@H]1O. Product: [C@@H:19]1([N:21]2[C:30]3[N:29]=[CH:28][N:27]=[C:1]([OH:3])[C:24]=3[N:23]=[CH:22]2)[O:20][C@H:16]([CH2:15][OH:33])[C@@H:17]([OH:32])[C@H:18]1[OH:31].[NH:49]1[C:47](=[O:2])[C:46]2[NH:45][CH:44]=[N:43][C:52]=2[N:51]=[CH:50]1. The catalyst class is: 8. (2) Reactant: [CH3:1][O:2][C:3]1[CH:4]=[C:5]([CH:34]=[CH:35][CH:36]=1)[CH2:6][N:7]1[C:12]([CH3:13])=[CH:11][C:10]([O:14][CH2:15][C:16]2[CH:30]=[CH:29][C:28]([F:31])=[CH:27][C:17]=2[CH2:18][NH:19][C:20](=[O:26])OC(C)(C)C)=[C:9]([Cl:32])[C:8]1=[O:33].Cl.[C:38]([C:42]1[CH:46]=[C:45]([NH:47]C(=O)OC2C=CC=CC=2)[N:44]([C:57]2[CH:62]=[CH:61][CH:60]=[C:59]([O:63][CH3:64])[CH:58]=2)[N:43]=1)([CH3:41])([CH3:40])[CH3:39].C(N(CC)CC)C. Product: [C:38]([C:42]1[CH:46]=[C:45]([NH:47][C:20]([NH:19][CH2:18][C:17]2[CH:27]=[C:28]([F:31])[CH:29]=[CH:30][C:16]=2[CH2:15][O:14][C:10]2[CH:11]=[C:12]([CH3:13])[N:7]([CH2:6][C:5]3[CH:34]=[CH:35][CH:36]=[C:3]([O:2][CH3:1])[CH:4]=3)[C:8](=[O:33])[C:9]=2[Cl:32])=[O:26])[N:44]([C:57]2[CH:62]=[CH:61][CH:60]=[C:59]([O:63][CH3:64])[CH:58]=2)[N:43]=1)([CH3:41])([CH3:39])[CH3:40]. The catalyst class is: 12. (3) Reactant: CN1C=CN=C1.[Cl:7][C:8]1[CH:9]=[C:10]([C:17]2[CH:21]=[CH:20][N:19]([CH2:22][C@@H:23]([NH:25][C:26]([C:28]3[N:29]=[C:30]([CH3:33])[NH:31][CH:32]=3)=[O:27])[CH3:24])[N:18]=2)[CH:11]=[C:12]([F:16])[C:13]=1[C:14]#[N:15].[CH:34]([C:36]([CH3:38])=[O:37])=[CH2:35].O. Product: [Cl:7][C:8]1[CH:9]=[C:10]([C:17]2[CH:21]=[CH:20][N:19]([CH2:22][C@@H:23]([NH:25][C:26]([C:28]3[N:29]=[C:30]([CH3:33])[N:31]([CH2:35][CH2:34][C:36](=[O:37])[CH3:38])[CH:32]=3)=[O:27])[CH3:24])[N:18]=2)[CH:11]=[C:12]([F:16])[C:13]=1[C:14]#[N:15]. The catalyst class is: 16. (4) Reactant: [CH3:1][O:2][CH2:3][CH2:4][O:5][C:6]1[CH:7]=[C:8]2[C:12](=[C:13]([N:15]([CH3:24])[S:16]([C:19]3[S:20][CH:21]=[CH:22][CH:23]=3)(=[O:18])=[O:17])[CH:14]=1)[NH:11][C:10]([C:25]1[S:26][CH:27]([CH2:30][C:31]([O:33]CC)=[O:32])[CH2:28][N:29]=1)=[CH:9]2.[OH-].[Na+].O1CCCC1.C(O)(=O)CC(CC(O)=O)(C(O)=O)O. Product: [CH3:1][O:2][CH2:3][CH2:4][O:5][C:6]1[CH:7]=[C:8]2[C:12](=[C:13]([N:15]([CH3:24])[S:16]([C:19]3[S:20][CH:21]=[CH:22][CH:23]=3)(=[O:18])=[O:17])[CH:14]=1)[NH:11][C:10]([C:25]1[S:26][CH:27]([CH2:30][C:31]([OH:33])=[O:32])[CH2:28][N:29]=1)=[CH:9]2. The catalyst class is: 8. (5) Reactant: [S:1]1[CH:5]=[CH:4][CH:3]=[C:2]1/[CH:6]=[CH:7]/[C:8]([OH:10])=O.O.ON1C2C=CC=CC=2N=N1.Cl.CN(C)CCCN=C=NCC.[CH3:34][C:35]1([C:41]2[CH:42]=[C:43]([NH:47][S:48]([CH3:51])(=[O:50])=[O:49])[CH:44]=[CH:45][CH:46]=2)[CH:40]2[CH:36]1[CH2:37][NH:38][CH2:39]2.C(=O)([O-])O.[Na+]. Product: [CH3:34][C:35]1([C:41]2[CH:42]=[C:43]([NH:47][S:48]([CH3:51])(=[O:50])=[O:49])[CH:44]=[CH:45][CH:46]=2)[CH:40]2[CH:36]1[CH2:37][N:38]([C:8](=[O:10])/[CH:7]=[CH:6]/[C:2]1[S:1][CH:5]=[CH:4][CH:3]=1)[CH2:39]2. The catalyst class is: 9.